Dataset: Retrosynthesis with 50K atom-mapped reactions and 10 reaction types from USPTO. Task: Predict the reactants needed to synthesize the given product. (1) Given the product NS(=O)(=O)c1ccc(OCCCN2CCC(C(O)(c3ccccn3)C3CCCC3)CC2)cc1, predict the reactants needed to synthesize it. The reactants are: NS(=O)(=O)c1ccc(OCCCCl)cc1.OC(c1ccccn1)(C1CCCC1)C1CCN(Cc2ccccc2)CC1. (2) Given the product OC[C@@H]1CNCC[C@H]1N1CCc2ccccc21, predict the reactants needed to synthesize it. The reactants are: CC(=O)N1CC[C@@H](N2CCc3ccccc32)[C@H](CO)C1.